Task: Predict the reactants needed to synthesize the given product.. Dataset: Full USPTO retrosynthesis dataset with 1.9M reactions from patents (1976-2016) (1) Given the product [CH2:1]([C:4]1[CH:5]=[CH:6][C:7]([CH:10]2[CH2:11][CH2:16][CH2:17][NH:18][CH2:19][CH2:13]2)=[CH:8][CH:9]=1)[CH2:2][CH3:3], predict the reactants needed to synthesize it. The reactants are: [CH2:1]([C:4]1[CH:9]=[CH:8][C:7]([CH:10]2[CH2:13]N[CH2:11]2)=[CH:6][CH:5]=1)[CH2:2][CH3:3].O=C1CC[CH2:19][N:18](C(OC(C)(C)C)=O)[CH2:17][CH2:16]1.C(C1C=CC(B(O)O)=CC=1)CC. (2) Given the product [CH3:8][C:9]1[CH:13]=[C:12]([C:14]2[CH:15]=[CH:16][C:17]3[N:18]([C:20]([CH2:23][NH2:24])=[N:21][N:22]=3)[N:19]=2)[S:11][N:10]=1, predict the reactants needed to synthesize it. The reactants are: FC(F)(F)C(O)=O.[CH3:8][C:9]1[CH:13]=[C:12]([C:14]2[CH:15]=[CH:16][C:17]3[N:18]([C:20]([CH2:23][NH:24]C(=O)OC(C)(C)C)=[N:21][N:22]=3)[N:19]=2)[S:11][N:10]=1. (3) Given the product [Cl:17][C:16]1[C:11]([O:3][C:4]2[CH:8]=[C:7]([CH3:9])[NH:6][N:5]=2)=[N:12][CH:13]=[C:14]([Cl:18])[CH:15]=1, predict the reactants needed to synthesize it. The reactants are: [H-].[Na+].[OH:3][C:4]1[CH:8]=[C:7]([CH3:9])[NH:6][N:5]=1.Cl[C:11]1[C:16]([Cl:17])=[CH:15][C:14]([Cl:18])=[CH:13][N:12]=1.Cl.